The task is: Predict the product of the given reaction.. This data is from Forward reaction prediction with 1.9M reactions from USPTO patents (1976-2016). Given the reactants [O:1]=[C:2]1[N:6]([CH2:7][CH2:8][C:9]2[CH:14]=[CH:13][C:12]([C:15]3[CH:20]=[CH:19][CH:18]=[C:17]([C:21]#[N:22])[CH:16]=3)=[CH:11][CH:10]=2)[C:5](=[O:23])[CH2:4][O:3]1.[CH3:24][NH2:25], predict the reaction product. The product is: [C:21]([C:17]1[CH:16]=[C:15]([C:12]2[CH:11]=[CH:10][C:9]([CH2:8][CH2:7][NH:6][C:2](=[O:1])[O:3][CH2:4][C:5]([NH:25][CH3:24])=[O:23])=[CH:14][CH:13]=2)[CH:20]=[CH:19][CH:18]=1)#[N:22].